From a dataset of Reaction yield outcomes from USPTO patents with 853,638 reactions. Predict the reaction yield, written as a fraction of the theoretical maximum amount of product (1.0 means a 100% yield; for example, 0.34 means a 34% yield). The reactants are [N:1]1[C:10]2[C:5](=[CH:6][CH:7]=[CH:8][CH:9]=2)[CH:4]=[CH:3][C:2]=1[CH2:11][O:12][C:13]1[CH:18]=[CH:17][C:16]([CH2:19][C:20]([OH:22])=O)=[CH:15][CH:14]=1.O=S(Cl)[Cl:25]. No catalyst specified. The product is [N:1]1[C:10]2[C:5](=[CH:6][CH:7]=[CH:8][CH:9]=2)[CH:4]=[CH:3][C:2]=1[CH2:11][O:12][C:13]1[CH:18]=[CH:17][C:16]([CH2:19][C:20]([Cl:25])=[O:22])=[CH:15][CH:14]=1. The yield is 0.950.